Task: Predict the reactants needed to synthesize the given product.. Dataset: Full USPTO retrosynthesis dataset with 1.9M reactions from patents (1976-2016) (1) Given the product [NH2:2][N:3]=[CH:4][C:5]1[CH:6]=[CH:7][C:8]([C:11]2[CH2:15][C:14]3([CH2:20][CH2:19][N:18]([C:21](=[O:29])[CH2:22][CH2:23][C:24]([OH:26])=[O:25])[CH2:17][CH2:16]3)[O:13][N:12]=2)=[CH:9][CH:10]=1, predict the reactants needed to synthesize it. The reactants are: Cl.[NH2:2][N:3]=[CH:4][C:5]1[CH:10]=[CH:9][C:8]([C:11]2[CH2:15][C:14]3([CH2:20][CH2:19][N:18]([C:21](=[O:29])[CH2:22][CH2:23][C:24]([O:26]CC)=[O:25])[CH2:17][CH2:16]3)[O:13][N:12]=2)=[CH:7][CH:6]=1.C(OCC)(=O)C.CCOCC. (2) Given the product [Cl:49][C:50]1[CH:55]=[C:54]([Cl:56])[CH:53]=[CH:52][C:51]=1[C:57]1[N:58]2[N:65]=[C:64]([CH3:66])[C:63]([O:48][CH:45]([C:39]3[CH:44]=[CH:43][CH:42]=[CH:41][CH:40]=3)[CH2:46][CH3:47])=[C:59]2[O:60][C:61]=1[CH3:62], predict the reactants needed to synthesize it. The reactants are: C1(P(C2C=CC=CC=2)C2C=CC=CC=2)C=CC=CC=1.CCOC(/N=N/C(OCC)=O)=O.C(N(CC)CC)C.[C:39]1([CH:45]([OH:48])[CH2:46][CH3:47])[CH:44]=[CH:43][CH:42]=[CH:41][CH:40]=1.[Cl:49][C:50]1[CH:55]=[C:54]([Cl:56])[CH:53]=[CH:52][C:51]=1[C:57]1[N:58]2[N:65]=[C:64]([CH3:66])[C:63](O)=[C:59]2[O:60][C:61]=1[CH3:62].[Cl-].[NH4+]. (3) Given the product [F:13][C:10]1[CH:11]=[CH:12][C:7]([CH:6]2[CH2:5][CH2:4][CH2:3][CH2:2][N:18]3[N:17]=[C:16]([NH:19][C:20]4[CH:25]=[CH:24][C:23]([C:26]5[O:30][N:29]=[C:28]([CH3:31])[CH:27]=5)=[C:22]([O:32][CH3:33])[CH:21]=4)[N:15]=[C:14]23)=[CH:8][CH:9]=1, predict the reactants needed to synthesize it. The reactants are: Cl[CH2:2][CH2:3][CH2:4][CH2:5][CH:6]([C:14]1[NH:18][N:17]=[C:16]([NH:19][C:20]2[CH:25]=[CH:24][C:23]([C:26]3[O:30][N:29]=[C:28]([CH3:31])[CH:27]=3)=[C:22]([O:32][CH3:33])[CH:21]=2)[N:15]=1)[C:7]1[CH:12]=[CH:11][C:10]([F:13])=[CH:9][CH:8]=1.C(=O)([O-])[O-].[K+].[K+].[I-].[K+]. (4) Given the product [Cl:1][CH2:2][CH2:3][CH2:4][O:5][C:6]1[CH:11]=[CH:10][C:9]([C:12]2[S:13][C:14]3[CH2:19][CH2:18][N:17]([CH3:20])[CH2:16][C:15]=3[N:21]=2)=[CH:8][CH:7]=1, predict the reactants needed to synthesize it. The reactants are: [Cl:1][CH2:2][CH2:3][CH2:4][O:5][C:6]1[CH:11]=[CH:10][C:9]([C:12]2[S:13][C:14]3[CH:19]=[CH:18][N+:17]([CH3:20])=[CH:16][C:15]=3[N:21]=2)=[CH:8][CH:7]=1.[BH4-].[Na+]. (5) Given the product [ClH:40].[ClH:47].[NH2:14][CH2:13][C:4]1[C:3]([C:22]2[CH:27]=[CH:26][C:25]([CH3:28])=[CH:24][CH:23]=2)=[C:2]([NH:1][S:37]([CH3:36])(=[O:39])=[O:38])[C:7]([CH3:8])=[N:6][C:5]=1[CH2:9][CH:10]([CH3:12])[CH3:11], predict the reactants needed to synthesize it. The reactants are: [NH2:1][C:2]1[C:3]([C:22]2[CH:27]=[CH:26][C:25]([CH3:28])=[CH:24][CH:23]=2)=[C:4]([CH2:13][NH:14]C(=O)OC(C)(C)C)[C:5]([CH2:9][CH:10]([CH3:12])[CH3:11])=[N:6][C:7]=1[CH3:8].C(N(CC)CC)C.[CH3:36][S:37]([Cl:40])(=[O:39])=[O:38].C(OC(=O)C)C.[ClH:47]. (6) Given the product [F:31][C:32]1[CH:37]=[CH:36][C:35]([N:10]2[C:9](=[O:24])[C:8]([C:5]3[CH:6]=[CH:7][C:2]([F:1])=[CH:3][CH:4]=3)=[C:13]([C:14]3[CH:19]=[CH:18][C:17]([S:20]([CH3:23])(=[O:22])=[O:21])=[CH:16][CH:15]=3)[CH:12]=[N:11]2)=[CH:34][CH:33]=1, predict the reactants needed to synthesize it. The reactants are: [F:1][C:2]1[CH:7]=[CH:6][C:5]([C:8]2[C:9](=[O:24])[NH:10][N:11]=[CH:12][C:13]=2[C:14]2[CH:19]=[CH:18][C:17]([S:20]([CH3:23])(=[O:22])=[O:21])=[CH:16][CH:15]=2)=[CH:4][CH:3]=1.C([O-])([O-])=O.[K+].[K+].[F:31][C:32]1[CH:37]=[CH:36][C:35](I)=[CH:34][CH:33]=1. (7) Given the product [CH3:29][C:18]([C:17]1[S:30][CH:2]=[C:3]([C:5]2[C:6](=[O:15])[NH:7][C:8]3[C:13]([CH:14]=2)=[CH:12][CH:11]=[CH:10][CH:9]=3)[N:16]=1)([S:19]([C:22]1[CH:23]=[CH:24][CH:25]=[CH:26][CH:27]=1)(=[O:21])=[O:20])[CH3:28], predict the reactants needed to synthesize it. The reactants are: Br[CH2:2][C:3]([C:5]1[C:6](=[O:15])[NH:7][C:8]2[C:13]([CH:14]=1)=[CH:12][CH:11]=[CH:10][CH:9]=2)=O.[NH2:16][C:17](=[S:30])[C:18]([CH3:29])([CH3:28])[S:19]([C:22]1[CH:27]=[CH:26][CH:25]=[CH:24][CH:23]=1)(=[O:21])=[O:20]. (8) The reactants are: C([O:8][C:9]1[CH:18]=[C:17]2[C:12]([C:13]([O:19][C:20]3[CH:25]=[C:24]([CH3:26])[C:23]([CH3:27])=[CH:22][C:21]=3[C:28](=[O:30])[CH3:29])=[CH:14][CH:15]=[N:16]2)=[CH:11][C:10]=1[O:31][CH3:32])C1C=CC=CC=1.CS(O)(=O)=O. Given the product [OH:8][C:9]1[CH:18]=[C:17]2[C:12]([C:13]([O:19][C:20]3[CH:25]=[C:24]([CH3:26])[C:23]([CH3:27])=[CH:22][C:21]=3[C:28](=[O:30])[CH3:29])=[CH:14][CH:15]=[N:16]2)=[CH:11][C:10]=1[O:31][CH3:32], predict the reactants needed to synthesize it. (9) Given the product [CH3:43][O:42][C:38]1[CH:37]=[C:5]([CH:4]=[C:3]([O:2][CH3:1])[C:39]=1[O:40][CH3:41])[C:6]([N:8]1[CH2:12][CH2:11][C:10]([CH2:19][CH2:20][N:21]2[CH2:27][CH2:26][CH2:25][N:24]([C:28]3[N:29]([CH2:45][C:46]4[S:47][CH:48]=[CH:49][CH:50]=4)[C:30]4[CH:36]=[CH:35][CH:34]=[CH:33][C:31]=4[N:32]=3)[CH2:23][CH2:22]2)([C:13]2[CH:14]=[CH:15][CH:16]=[CH:17][CH:18]=2)[CH2:9]1)=[O:7], predict the reactants needed to synthesize it. The reactants are: [CH3:1][O:2][C:3]1[CH:4]=[C:5]([CH:37]=[C:38]([O:42][CH3:43])[C:39]=1[O:40][CH3:41])[C:6]([N:8]1[CH2:12][CH2:11][C:10]([CH2:19][CH2:20][N:21]2[CH2:27][CH2:26][CH2:25][N:24]([C:28]3[NH:32][C:31]4[CH:33]=[CH:34][CH:35]=[CH:36][C:30]=4[N:29]=3)[CH2:23][CH2:22]2)([C:13]2[CH:18]=[CH:17][CH:16]=[CH:15][CH:14]=2)[CH2:9]1)=[O:7].Br[CH2:45][C:46]1[S:47][CH:48]=[CH:49][CH:50]=1.